Dataset: Full USPTO retrosynthesis dataset with 1.9M reactions from patents (1976-2016). Task: Predict the reactants needed to synthesize the given product. (1) The reactants are: [C:1](OCC)(=[O:3])C.C[O-].[Na+].CO.Br[C:13]1[CH:31]=[CH:30][C:16]2[N:17]([C:24]3[CH:29]=[CH:28][CH:27]=[CH:26][CH:25]=3)[CH2:18][CH2:19][O:20][CH:21]([CH3:23])[CH2:22][C:15]=2[CH:14]=1. Given the product [CH3:1][O:3][C:13]1[CH:31]=[CH:30][C:16]2[N:17]([C:24]3[CH:29]=[CH:28][CH:27]=[CH:26][CH:25]=3)[CH2:18][CH2:19][O:20][CH:21]([CH3:23])[CH2:22][C:15]=2[CH:14]=1, predict the reactants needed to synthesize it. (2) Given the product [BrH:21].[NH2:5][CH2:6][C:7](=[O:14])[CH2:8][CH2:9][C:10]([OH:12])=[O:11], predict the reactants needed to synthesize it. The reactants are: C1(=O)[N:5]([CH2:6][C:7](=[O:14])[CH2:8][CH2:9][C:10]([O:12]C)=[O:11])C(=O)C2=CC=CC=C12.[BrH:21]. (3) Given the product [N:11]1([C:14]2[CH:19]=[C:18]([N:20]3[CH2:21][CH2:22][O:23][CH2:24][CH2:25]3)[CH:17]=[CH:16][C:15]=2[CH:26]2[CH2:27][C:28]([CH3:35])([CH3:34])[CH2:29][C:30]([CH3:32])([CH3:33])[CH2:31]2)[CH2:10][CH2:9][NH:8][CH2:13][CH2:12]1, predict the reactants needed to synthesize it. The reactants are: C(OC([N:8]1[CH2:13][CH2:12][N:11]([C:14]2[CH:19]=[C:18]([N:20]3[CH2:25][CH2:24][O:23][CH2:22][CH2:21]3)[CH:17]=[CH:16][C:15]=2[CH:26]2[CH2:31][C:30]([CH3:33])([CH3:32])[CH2:29][C:28]([CH3:35])([CH3:34])[CH2:27]2)[CH2:10][CH2:9]1)=O)(C)(C)C.FC(F)(F)C(O)=O.ClCCl.C(=O)([O-])O.[Na+]. (4) Given the product [Cl:1][C:2]1[CH:3]=[CH:4][C:5]([CH:8]2[NH:16][C:23]([C:22]3[CH:28]=[CH:29][C:30]([O:32][CH3:33])=[CH:31][C:21]=3[O:20][CH2:18][CH3:19])=[N:15][CH:9]2[CH2:10][CH2:11][CH:12]([CH3:13])[CH3:14])=[CH:6][CH:7]=1, predict the reactants needed to synthesize it. The reactants are: [Cl:1][C:2]1[CH:7]=[CH:6][C:5]([CH:8]([NH2:16])[CH:9]([NH2:15])[CH2:10][CH2:11][CH:12]([CH3:14])[CH3:13])=[CH:4][CH:3]=1.Cl.[CH2:18]([O:20][C:21]1[CH:31]=[C:30]([O:32][CH3:33])[CH:29]=[CH:28][C:22]=1[C:23](=N)OCC)[CH3:19].ClC1C=CC(C2NC(C3C=CC(OC)=CC=3OCC)=NC2CC2CCCC2)=CC=1. (5) Given the product [C:2]1([C:1]2[S:8][CH:11]=[C:12]([CH2:13][C:14]([OH:16])=[O:15])[N:9]=2)[CH:7]=[CH:6][CH:5]=[CH:4][CH:3]=1, predict the reactants needed to synthesize it. The reactants are: [C:1]([NH2:9])(=[S:8])[C:2]1[CH:7]=[CH:6][CH:5]=[CH:4][CH:3]=1.Cl[CH2:11][C:12](=O)[CH2:13][C:14]([O:16]CC)=[O:15].[Li+].[OH-]. (6) Given the product [OH:21][CH2:20][CH2:19][C@@H:18]([N:17]1[C:2](=[O:1])[C:10]2[C:5](=[CH:6][CH:7]=[CH:8][CH:9]=2)[C:4]1=[O:11])[C:22]1[CH:27]=[CH:26][CH:25]=[CH:24][CH:23]=1, predict the reactants needed to synthesize it. The reactants are: [O:1]=[C:2]1[C:10]2[C:5](=[CH:6][CH:7]=[CH:8][CH:9]=2)[C:4](=[O:11])N1C(OCC)=O.[NH2:17][C@@H:18]([C:22]1[CH:27]=[CH:26][CH:25]=[CH:24][CH:23]=1)[CH2:19][CH2:20][OH:21].C(=O)([O-])[O-].[Na+].[Na+].C1COCC1.O.